This data is from Full USPTO retrosynthesis dataset with 1.9M reactions from patents (1976-2016). The task is: Predict the reactants needed to synthesize the given product. (1) The reactants are: [OH:1][CH2:2][C:3]1[CH:8]=[CH:7][C:6]([NH:9][C:10]2[N:11]=[C:12]3[C:18]([C:19](=[O:24])[C:20]([CH3:23])([CH3:22])[CH3:21])=[CH:17][N:16]([CH2:25][O:26][CH2:27][CH2:28][Si:29]([CH3:32])([CH3:31])[CH3:30])[C:13]3=[N:14][CH:15]=2)=[CH:5][CH:4]=1.C1C=C[NH+]=CC=1.[O-][Cr](Cl)(=O)=O.C([O-])(O)=O.[Na+]. Given the product [C:19]([C:18]1[C:12]2[C:13](=[N:14][CH:15]=[C:10]([NH:9][C:6]3[CH:5]=[CH:4][C:3]([CH:2]=[O:1])=[CH:8][CH:7]=3)[N:11]=2)[N:16]([CH2:25][O:26][CH2:27][CH2:28][Si:29]([CH3:30])([CH3:32])[CH3:31])[CH:17]=1)(=[O:24])[C:20]([CH3:23])([CH3:22])[CH3:21], predict the reactants needed to synthesize it. (2) The reactants are: C(OC([NH:8][C@@H:9]1[CH2:14][CH2:13][CH2:12][N:11]([C:15]2[N:16]([CH2:42][C:43]3[CH:48]=[CH:47][CH:46]=[CH:45][C:44]=3[Cl:49])[C:17]3[C:22](=[O:23])[N:21]([CH3:24])[C:20]4=[C:25]([C:37]([O:39][CH3:40])=[O:38])[N:26]([CH2:28][C:29]5[CH:34]=[CH:33][C:32]([O:35][CH3:36])=[CH:31][CH:30]=5)[N:27]=[C:19]4[C:18]=3[N:41]=2)[CH2:10]1)=O)(C)(C)C. Given the product [ClH:49].[NH2:8][C@@H:9]1[CH2:14][CH2:13][CH2:12][N:11]([C:15]2[N:16]([CH2:42][C:43]3[CH:48]=[CH:47][CH:46]=[CH:45][C:44]=3[Cl:49])[C:17]3[C:22](=[O:23])[N:21]([CH3:24])[C:20]4=[C:25]([C:37]([O:39][CH3:40])=[O:38])[N:26]([CH2:28][C:29]5[CH:30]=[CH:31][C:32]([O:35][CH3:36])=[CH:33][CH:34]=5)[N:27]=[C:19]4[C:18]=3[N:41]=2)[CH2:10]1, predict the reactants needed to synthesize it. (3) Given the product [O:13]1[CH2:14][CH2:15][CH:11]([O:1][C:2]2[CH:9]=[CH:8][C:5]([CH:6]=[O:7])=[CH:4][CH:3]=2)[CH2:12]1, predict the reactants needed to synthesize it. The reactants are: [OH:1][C:2]1[CH:9]=[CH:8][C:5]([CH:6]=[O:7])=[CH:4][CH:3]=1.O[CH:11]1[CH2:15][CH2:14][O:13][CH2:12]1.C1(P(C2C=CC=CC=2)C2C=CC=CC=2)C=CC=CC=1.N(C(OCC)=O)=NC(OCC)=O. (4) Given the product [Cl:1][C:2]1[CH:11]=[C:10]([Cl:12])[C:9]2[C:4](=[CH:5][CH:6]=[CH:7][CH:8]=2)[C:3]=1[O:13][C:15]1[CH:20]=[CH:19][CH:18]=[CH:17][C:16]=1[N+:21]([O-:23])=[O:22].[Cl:24][C:25]1[CH:34]=[C:33]([Cl:35])[C:32]2[C:27](=[CH:28][CH:29]=[CH:30][CH:31]=2)[C:26]=1[O:36][C:37]1[CH:43]=[CH:42][CH:41]=[CH:40][C:38]=1[NH:39][C:3]([NH:44][C:45]1[S:46][CH:47]=[CH:48][N:49]=1)=[O:13], predict the reactants needed to synthesize it. The reactants are: [Cl:1][C:2]1[CH:11]=[C:10]([Cl:12])[C:9]2[C:4](=[CH:5][CH:6]=[CH:7][CH:8]=2)[C:3]=1[OH:13].F[C:15]1[CH:20]=[CH:19][CH:18]=[CH:17][C:16]=1[N+:21]([O-:23])=[O:22].[Cl:24][C:25]1[CH:34]=[C:33]([Cl:35])[C:32]2[C:27](=[CH:28][CH:29]=[CH:30][CH:31]=2)[C:26]=1[O:36][C:37]1[CH:43]=[CH:42][CH:41]=[CH:40][C:38]=1[NH2:39].[NH2:44][C:45]1[S:46][CH:47]=[CH:48][N:49]=1.